Dataset: Forward reaction prediction with 1.9M reactions from USPTO patents (1976-2016). Task: Predict the product of the given reaction. (1) Given the reactants [CH3:1][CH:2]1[CH2:7][CH2:6][CH2:5][CH:4]([CH2:8][C:9]([OH:11])=O)[CH2:3]1.C1N=C[N:14](C(N2C=NC=C2)=O)C=1.[OH-].[NH4+], predict the reaction product. The product is: [CH3:1][CH:2]1[CH2:7][CH2:6][CH2:5][CH:4]([CH2:8][C:9]([NH2:14])=[O:11])[CH2:3]1. (2) Given the reactants [S:1]1[C:5]2[CH:6]=[CH:7][CH:8]=[CH:9][C:4]=2[CH:3]=[C:2]1/[CH:10]=[CH:11]/[C:12]([OH:14])=O.CCN(CC)CC.ClC(OCC(C)C)=O.[N-:30]=[N+:31]=[N-:32].[Na+], predict the reaction product. The product is: [S:1]1[C:5]2[CH:6]=[CH:7][CH:8]=[CH:9][C:4]=2[CH:3]=[C:2]1/[CH:10]=[CH:11]/[C:12]([N:30]=[N+:31]=[N-:32])=[O:14]. (3) Given the reactants [Cl:1][S:2]([C:5]1[S:9][C:8]([CH3:10])=[C:7]([C:11](Cl)=[O:12])[CH:6]=1)(=[O:4])=[O:3].[F:14][C:15]([F:24])([F:23])[C:16]1[CH:17]=[C:18]([CH:20]=[CH:21][CH:22]=1)[NH2:19], predict the reaction product. The product is: [CH3:10][C:8]1[S:9][C:5]([S:2]([Cl:1])(=[O:4])=[O:3])=[CH:6][C:7]=1[C:11](=[O:12])[NH:19][C:18]1[CH:20]=[CH:21][CH:22]=[C:16]([C:15]([F:14])([F:23])[F:24])[CH:17]=1. (4) Given the reactants [CH:1]1([N:6]2[CH2:12][C:11]([F:14])([F:13])[C:10](=[O:15])[N:9]([CH3:16])[C:8]3[CH:17]=[N:18][C:19]([NH:21]C4C=CC(C(O)=O)=CC=4OC)=[N:20][C:7]2=3)[CH2:5][CH2:4][CH2:3][CH2:2]1.ClC1N=CC2N(C)C(=O)C(F)(F)CN(C3CCCC3)C=2N=1.N[C:55]1[CH:65]=[CH:64][C:58]2[O:59][CH2:60][C:61](=[O:63])[NH:62][C:57]=2[CH:56]=1, predict the reaction product. The product is: [CH:1]1([N:6]2[CH2:12][C:11]([F:13])([F:14])[C:10](=[O:15])[N:9]([CH3:16])[C:8]3[CH:17]=[N:18][C:19]([NH:21][C:55]4[CH:65]=[CH:64][C:58]5[O:59][CH2:60][C:61](=[O:63])[NH:62][C:57]=5[CH:56]=4)=[N:20][C:7]2=3)[CH2:5][CH2:4][CH2:3][CH2:2]1. (5) Given the reactants [F:1][C:2]([F:31])([F:30])[C:3]([C:9]1[CH:29]=[CH:28][C:12]([CH2:13][N:14]2[CH2:20][CH2:19][CH2:18][N:17](C(OC(C)(C)C)=O)[CH2:16][CH2:15]2)=[CH:11][CH:10]=1)([OH:8])[C:4]([F:7])([F:6])[F:5].FC(F)(F)C(O)=O, predict the reaction product. The product is: [N:14]1([CH2:13][C:12]2[CH:28]=[CH:29][C:9]([C:3]([OH:8])([C:2]([F:1])([F:30])[F:31])[C:4]([F:6])([F:7])[F:5])=[CH:10][CH:11]=2)[CH2:20][CH2:19][CH2:18][NH:17][CH2:16][CH2:15]1. (6) Given the reactants [I:1]N1C(C)(C)COC1=O.[C:10]1([C:16]#[C:17]C(O)=O)[CH:15]=[CH:14][CH:13]=[CH:12][CH:11]=1, predict the reaction product. The product is: [I:1][C:17]#[C:16][C:10]1[CH:15]=[CH:14][CH:13]=[CH:12][CH:11]=1. (7) Given the reactants [CH2:1]([O:8][C:9]1[CH:10]=[CH:11][C:12]2[CH2:16][C:15](OC)([O:17]C)[C:13]=2[CH:14]=1)[C:2]1[CH:7]=[CH:6][CH:5]=[CH:4][CH:3]=1.Cl, predict the reaction product. The product is: [CH2:1]([O:8][C:9]1[CH:10]=[CH:11][C:12]2[CH2:16][C:15](=[O:17])[C:13]=2[CH:14]=1)[C:2]1[CH:3]=[CH:4][CH:5]=[CH:6][CH:7]=1. (8) Given the reactants [NH2:1][C:2]1[N:7]=[C:6]([N:8]2[C@H:13]([CH3:14])[CH2:12][CH2:11][C@H:10]([C:15]([NH:17][CH:18]3[CH2:23][CH2:22][CH2:21][CH2:20][CH:19]3[CH3:24])=[O:16])[CH2:9]2)[CH:5]=[C:4]([C:25]2[CH:30]=[CH:29][C:28]([C:31]#[N:32])=[C:27](F)[CH:26]=2)[N:3]=1.CCO.CCN(C(C)C)C(C)C.[NH2:46][NH2:47], predict the reaction product. The product is: [NH2:1][C:2]1[N:7]=[C:6]([N:8]2[C@H:13]([CH3:14])[CH2:12][CH2:11][C@H:10]([C:15]([NH:17][CH:18]3[CH2:23][CH2:22][CH2:21][CH2:20][CH:19]3[CH3:24])=[O:16])[CH2:9]2)[CH:5]=[C:4]([C:25]2[CH:26]=[C:27]3[C:28]([C:31]([NH2:32])=[N:46][NH:47]3)=[CH:29][CH:30]=2)[N:3]=1.